This data is from Forward reaction prediction with 1.9M reactions from USPTO patents (1976-2016). The task is: Predict the product of the given reaction. (1) The product is: [C:23]([C:27]1[N:28]=[C:29]([N:36]2[CH2:40][CH2:39][C:38]([F:41])([F:42])[CH2:37]2)[C:30]2[N:35]=[N:34][N:33]([CH2:45][C:46]([C:48]3[CH:53]=[CH:52][CH:51]=[CH:50][N:49]=3)=[O:47])[C:31]=2[N:32]=1)([CH3:26])([CH3:24])[CH3:25]. Given the reactants C(C1N=C(N2CCC(F)(F)C2)C2N=NN(CC)C=2N=1)(C)(C)C.[C:23]([C:27]1[N:28]=[C:29]([N:36]2[CH2:40][CH2:39][C:38]([F:42])([F:41])[CH2:37]2)[C:30]2[N:35]=[N:34][NH:33][C:31]=2[N:32]=1)([CH3:26])([CH3:25])[CH3:24].Br.Br[CH2:45][C:46]([C:48]1[CH:53]=[CH:52][CH:51]=[CH:50][N:49]=1)=[O:47], predict the reaction product. (2) Given the reactants [Cl:1][C:2]1[CH:3]=[CH:4][C:5]2[C:14]3[C:9](=[C:10]([NH:15]C(=O)O)[N:11]=[CH:12][CH:13]=3)[C:8](=[O:19])[N:7]([CH3:20])[C:6]=2[CH:21]=1.Cl.C(=O)(O)[O-].[Na+].[C:28]([OH:34])([C:30]([F:33])([F:32])[F:31])=[O:29], predict the reaction product. The product is: [C:28]([OH:34])([C:30]([F:33])([F:32])[F:31])=[O:29].[NH2:15][C:10]1[N:11]=[CH:12][CH:13]=[C:14]2[C:9]=1[C:8](=[O:19])[N:7]([CH3:20])[C:6]1[CH:21]=[C:2]([Cl:1])[CH:3]=[CH:4][C:5]2=1.